Dataset: Reaction yield outcomes from USPTO patents with 853,638 reactions. Task: Predict the reaction yield, written as a fraction of the theoretical maximum amount of product (1.0 means a 100% yield; for example, 0.34 means a 34% yield). The reactants are [OH:1][C:2]1[CH:11]=[C:10]2[C:5]([C:6]([CH3:19])=[C:7]([C:13]3[CH:18]=[CH:17][CH:16]=[CH:15][CH:14]=3)[C:8](=[O:12])[O:9]2)=[CH:4][CH:3]=1.[I-].C[N+]1C=CN([C:27](=[O:36])[N:28]([CH3:35])[C:29]2[CH:34]=[CH:33][CH:32]=[CH:31][CH:30]=2)C=1. No catalyst specified. The product is [CH3:19][C:6]1[C:5]2[C:10](=[CH:11][C:2]([O:1][C:27](=[O:36])[N:28]([CH3:35])[C:29]3[CH:34]=[CH:33][CH:32]=[CH:31][CH:30]=3)=[CH:3][CH:4]=2)[O:9][C:8](=[O:12])[C:7]=1[C:13]1[CH:14]=[CH:15][CH:16]=[CH:17][CH:18]=1. The yield is 0.520.